From a dataset of NCI-60 drug combinations with 297,098 pairs across 59 cell lines. Regression. Given two drug SMILES strings and cell line genomic features, predict the synergy score measuring deviation from expected non-interaction effect. (1) Drug 1: CC12CCC3C(C1CCC2=O)CC(=C)C4=CC(=O)C=CC34C. Drug 2: CC1C(C(CC(O1)OC2CC(CC3=C2C(=C4C(=C3O)C(=O)C5=C(C4=O)C(=CC=C5)OC)O)(C(=O)C)O)N)O.Cl. Cell line: HCC-2998. Synergy scores: CSS=22.0, Synergy_ZIP=3.22, Synergy_Bliss=1.66, Synergy_Loewe=0.618, Synergy_HSA=1.84. (2) Drug 1: CS(=O)(=O)C1=CC(=C(C=C1)C(=O)NC2=CC(=C(C=C2)Cl)C3=CC=CC=N3)Cl. Drug 2: CC1=C2C(C(=O)C3(C(CC4C(C3C(C(C2(C)C)(CC1OC(=O)C(C(C5=CC=CC=C5)NC(=O)C6=CC=CC=C6)O)O)OC(=O)C7=CC=CC=C7)(CO4)OC(=O)C)O)C)OC(=O)C. Cell line: IGROV1. Synergy scores: CSS=41.8, Synergy_ZIP=9.55, Synergy_Bliss=8.95, Synergy_Loewe=-13.7, Synergy_HSA=9.24. (3) Drug 1: COC1=CC(=CC(=C1O)OC)C2C3C(COC3=O)C(C4=CC5=C(C=C24)OCO5)OC6C(C(C7C(O6)COC(O7)C8=CC=CS8)O)O. Drug 2: CC1C(C(=O)NC(C(=O)N2CCCC2C(=O)N(CC(=O)N(C(C(=O)O1)C(C)C)C)C)C(C)C)NC(=O)C3=C4C(=C(C=C3)C)OC5=C(C(=O)C(=C(C5=N4)C(=O)NC6C(OC(=O)C(N(C(=O)CN(C(=O)C7CCCN7C(=O)C(NC6=O)C(C)C)C)C)C(C)C)C)N)C. Cell line: HOP-62. Synergy scores: CSS=26.9, Synergy_ZIP=2.13, Synergy_Bliss=3.99, Synergy_Loewe=4.46, Synergy_HSA=4.92. (4) Drug 1: CC12CCC3C(C1CCC2O)C(CC4=C3C=CC(=C4)O)CCCCCCCCCS(=O)CCCC(C(F)(F)F)(F)F. Drug 2: CCN(CC)CCCC(C)NC1=C2C=C(C=CC2=NC3=C1C=CC(=C3)Cl)OC. Cell line: OVCAR-8. Synergy scores: CSS=26.4, Synergy_ZIP=-4.99, Synergy_Bliss=-1.47, Synergy_Loewe=-22.6, Synergy_HSA=-2.09. (5) Drug 1: CC1CCC2CC(C(=CC=CC=CC(CC(C(=O)C(C(C(=CC(C(=O)CC(OC(=O)C3CCCCN3C(=O)C(=O)C1(O2)O)C(C)CC4CCC(C(C4)OC)OCCO)C)C)O)OC)C)C)C)OC. Drug 2: CN1C2=C(C=C(C=C2)N(CCCl)CCCl)N=C1CCCC(=O)O.Cl. Cell line: RPMI-8226. Synergy scores: CSS=30.6, Synergy_ZIP=-2.82, Synergy_Bliss=-0.0477, Synergy_Loewe=-32.3, Synergy_HSA=-0.520.